Dataset: Reaction yield outcomes from USPTO patents with 853,638 reactions. Task: Predict the reaction yield, written as a fraction of the theoretical maximum amount of product (1.0 means a 100% yield; for example, 0.34 means a 34% yield). The reactants are [CH2:1]([NH2:4])[CH:2]=[CH2:3].[C:5]([O:9][C:10](=[O:13])[CH2:11]Br)([CH3:8])([CH3:7])[CH3:6]. The catalyst is ClCCl. The product is [C:5]([O:9][C:10](=[O:13])[CH2:11][NH:4][CH2:1][CH:2]=[CH2:3])([CH3:8])([CH3:7])[CH3:6]. The yield is 0.990.